From a dataset of Catalyst prediction with 721,799 reactions and 888 catalyst types from USPTO. Predict which catalyst facilitates the given reaction. (1) Reactant: CCCC[N+](CCCC)(CCCC)CCCC.[F-].[F:19][C:20]([F:39])([F:38])[C:21]1[CH:26]=[CH:25][C:24]([CH2:27][C:28]([O:30][CH3:31])=[O:29])=[C:23]([C:32]#[C:33][Si](C)(C)C)[CH:22]=1. Product: [C:32]([C:23]1[CH:22]=[C:21]([C:20]([F:19])([F:39])[F:38])[CH:26]=[CH:25][C:24]=1[CH2:27][C:28]([O:30][CH3:31])=[O:29])#[CH:33]. The catalyst class is: 49. (2) Reactant: [NH2:1][C:2]1[C:7]([C:8]#[N:9])=[C:6]([C:10]2[CH:15]=[CH:14][C:13]([O:16][CH2:17][CH2:18][O:19][CH3:20])=[CH:12][CH:11]=2)[C:5]([C:21]#[N:22])=[C:4]([SH:23])[N:3]=1.C(=O)(O)[O-].[Na+].Cl[CH2:30][C:31]1[N:32]=[C:33]([NH2:36])[S:34][CH:35]=1.O. Product: [NH2:1][C:2]1[C:7]([C:8]#[N:9])=[C:6]([C:10]2[CH:11]=[CH:12][C:13]([O:16][CH2:17][CH2:18][O:19][CH3:20])=[CH:14][CH:15]=2)[C:5]([C:21]#[N:22])=[C:4]([S:23][CH2:30][C:31]2[N:32]=[C:33]([NH2:36])[S:34][CH:35]=2)[N:3]=1. The catalyst class is: 3. (3) Reactant: C(OC([NH:11][C@H:12]1[CH2:18][CH2:17][C@@H:16]2[CH2:19][C@H:13]1[C:14](=[O:27])[N:15]2[C:20]([O:22][C:23]([CH3:26])([CH3:25])[CH3:24])=[O:21])=O)C1C=CC=CC=1. Product: [NH2:11][C@H:12]1[CH2:18][CH2:17][C@@H:16]2[CH2:19][C@H:13]1[C:14](=[O:27])[N:15]2[C:20]([O:22][C:23]([CH3:25])([CH3:24])[CH3:26])=[O:21]. The catalyst class is: 19. (4) Reactant: [CH2:1]([O:8][C:9]1[C:14](=[O:15])[CH:13]=[CH:12][O:11][C:10]=1[C:16]([OH:18])=O)[C:2]1[CH:7]=[CH:6][CH:5]=[CH:4][CH:3]=1.[C:19]([Cl:24])(=O)[C:20]([Cl:22])=O.C[N:26]([CH3:29])C=O. Product: [Cl:22][C:20]1[CH:1]=[C:2]([CH:3]=[CH:4][C:19]=1[Cl:24])[CH2:29][NH:26][C:16]([C:10]1[O:11][CH:12]=[CH:13][C:14](=[O:15])[C:9]=1[O:8][CH2:1][C:2]1[CH:3]=[CH:4][CH:5]=[CH:6][CH:7]=1)=[O:18]. The catalyst class is: 22. (5) Reactant: C(=O)([O-])[O-].[Cs+].[Cs+].[NH2:7][C:8]1[CH:13]=[CH:12][C:11]([O:14][S:15]([C:18]2[CH:23]=[CH:22][C:21]([OH:24])=[CH:20][CH:19]=2)(=[O:17])=[O:16])=[CH:10][C:9]=1[N+:25]([O-:27])=[O:26].[CH2:28](Br)[C:29]1[CH:34]=[CH:33][CH:32]=[CH:31][CH:30]=1. Product: [NH2:7][C:8]1[CH:13]=[CH:12][C:11]([O:14][S:15]([C:18]2[CH:19]=[CH:20][C:21]([O:24][CH2:28][C:29]3[CH:34]=[CH:33][CH:32]=[CH:31][CH:30]=3)=[CH:22][CH:23]=2)(=[O:16])=[O:17])=[CH:10][C:9]=1[N+:25]([O-:27])=[O:26]. The catalyst class is: 145. (6) Reactant: [C:1]([NH:4][N:5]=[C:6]1[NH:12][C:11]2[CH:13]=[CH:14][C:15]([O:17][CH3:18])=[CH:16][C:10]=2[C:9]([C:19]2[CH:24]=[CH:23][C:22]([Br:25])=[CH:21][CH:20]=2)=[N:8][C@H:7]1[CH2:26][C:27]([O:29][CH3:30])=[O:28])(=O)[CH3:2].C(O)(=O)C. Product: [Br:25][C:22]1[CH:23]=[CH:24][C:19]([C:9]2[C:10]3[CH:16]=[C:15]([O:17][CH3:18])[CH:14]=[CH:13][C:11]=3[N:12]3[C:1]([CH3:2])=[N:4][N:5]=[C:6]3[C@H:7]([CH2:26][C:27]([O:29][CH3:30])=[O:28])[N:8]=2)=[CH:20][CH:21]=1. The catalyst class is: 1. (7) Reactant: C[O-].[Na+].[C:4]1([CH3:26])[CH:9]=[CH:8][CH:7]=[CH:6][C:5]=1[N:10]([C:18]1[CH:25]=[CH:24][C:21]([CH:22]=O)=[CH:20][CH:19]=1)[C:11]1[CH:16]=[CH:15][CH:14]=[CH:13][C:12]=1[CH3:17].[C:27]1([CH3:56])[CH:32]=[CH:31][CH:30]=[CH:29][C:28]=1[N:33]([C:41]1[CH:55]=[CH:54][C:44]([CH2:45]P(=O)(OCC)OCC)=[CH:43][CH:42]=1)[C:34]1[CH:39]=[CH:38][CH:37]=[CH:36][C:35]=1[CH3:40]. Product: [C:4]1([CH3:26])[CH:9]=[CH:8][CH:7]=[CH:6][C:5]=1[N:10]([C:11]1[CH:16]=[CH:15][CH:14]=[CH:13][C:12]=1[CH3:17])[C:18]1[CH:25]=[CH:24][C:21](/[CH:22]=[CH:45]/[C:44]2[CH:43]=[CH:42][C:41]([N:33]([C:34]3[CH:39]=[CH:38][CH:37]=[CH:36][C:35]=3[CH3:40])[C:28]3[CH:29]=[CH:30][CH:31]=[CH:32][C:27]=3[CH3:56])=[CH:55][CH:54]=2)=[CH:20][CH:19]=1. The catalyst class is: 3. (8) Reactant: O=[C:2]1[CH2:7][CH2:6][N:5]([C:8]([O:10][C:11]([CH3:14])([CH3:13])[CH3:12])=[O:9])[CH2:4][CH2:3]1.C1(P(C2C=CC=CC=2)C2C=CC=CC=2)C=CC=CC=1.[Br:34][C:35](Br)(Br)[F:36].C([Zn]CC)C. Product: [Br:34][C:35]([F:36])=[C:2]1[CH2:7][CH2:6][N:5]([C:8]([O:10][C:11]([CH3:14])([CH3:13])[CH3:12])=[O:9])[CH2:4][CH2:3]1. The catalyst class is: 1. (9) Reactant: [F:1][C:2]1[N:10]=[C:9]([F:11])[CH:8]=[CH:7][C:3]=1[C:4]([OH:6])=O.[S:12]1[CH:16]=[CH:15][CH:14]=[C:13]1[CH2:17][NH2:18].CCCCCC.CC(=O)OCC. Product: [F:1][C:2]1[N:10]=[C:9]([F:11])[CH:8]=[CH:7][C:3]=1[C:4]([NH:18][CH2:17][C:13]1[S:12][CH:16]=[CH:15][CH:14]=1)=[O:6]. The catalyst class is: 309.